Dataset: Reaction yield outcomes from USPTO patents with 853,638 reactions. Task: Predict the reaction yield, written as a fraction of the theoretical maximum amount of product (1.0 means a 100% yield; for example, 0.34 means a 34% yield). (1) The reactants are [CH3:1][C:2]1([CH3:8])[CH2:4][CH:3]1[C:5](O)=[O:6].O=C1N(P(Cl)(N2CCOC2=O)=O)CCO1.C(N(CC)CC)C.[Br:31][C:32]1[C:33]([F:42])=[C:34]2[C:40]([NH2:41])=[CH:39][NH:38][C:35]2=[N:36][CH:37]=1.C([O-])([O-])=O.[Na+].[Na+]. The catalyst is C(Cl)Cl. The product is [Br:31][C:32]1[C:33]([F:42])=[C:34]2[C:40]([NH:41][C:5]([CH:3]3[CH2:4][C:2]3([CH3:8])[CH3:1])=[O:6])=[CH:39][NH:38][C:35]2=[N:36][CH:37]=1. The yield is 0.474. (2) The reactants are [Br:1][CH2:2][C:3]1[CH:11]=[CH:10][C:6]([C:7]([OH:9])=[O:8])=[CH:5][CH:4]=1.[F:12][C:13]1[C:18](O)=[C:17]([F:20])[C:16]([F:21])=[C:15]([F:22])[C:14]=1[F:23].C1(N=C=NC2CCCCC2)CCCCC1. The catalyst is CCOC(C)=O.CN(C=O)C. The product is [Br:1][CH2:2][C:3]1[CH:11]=[CH:10][C:6]([C:7]([O:9][C:18]2[C:17]([F:20])=[C:16]([F:21])[C:15]([F:22])=[C:14]([F:23])[C:13]=2[F:12])=[O:8])=[CH:5][CH:4]=1. The yield is 0.500.